This data is from Forward reaction prediction with 1.9M reactions from USPTO patents (1976-2016). The task is: Predict the product of the given reaction. (1) Given the reactants [CH3:1][O:2][C:3](=[O:11])[C:4]1[CH:9]=[CH:8][C:7](Cl)=[N:6][CH:5]=1.[C:12]1([OH:18])[CH:17]=[CH:16][CH:15]=[CH:14][CH:13]=1.C([O-])([O-])=O.[Cs+].[Cs+].C([O-])([O-])=O.[K+].[K+], predict the reaction product. The product is: [CH3:1][O:2][C:3](=[O:11])[C:4]1[CH:9]=[CH:8][C:7]([O:18][C:12]2[CH:17]=[CH:16][CH:15]=[CH:14][CH:13]=2)=[N:6][CH:5]=1. (2) Given the reactants [Br:1][C:2]1[C:3]([O:21][CH3:22])=[C:4]([S:10][C:11]2[NH:12][C:13]3[C:18]([N:19]=2)=[C:17]([NH2:20])[N:16]=[CH:15][N:14]=3)[CH:5]=[C:6]([O:8][CH3:9])[CH:7]=1.Br[CH2:24][CH2:25][CH:26]=[C:27]([CH3:29])[CH3:28].C([O-])([O-])=O.[Cs+].[Cs+].CCOC(C)=O.CO.CCN(CC)CC, predict the reaction product. The product is: [Br:1][C:2]1[C:3]([O:21][CH3:22])=[C:4]([S:10][C:11]2[N:12]([CH2:24][CH2:25][CH:26]=[C:27]([CH3:29])[CH3:28])[C:13]3[C:18]([N:19]=2)=[C:17]([NH2:20])[N:16]=[CH:15][N:14]=3)[CH:5]=[C:6]([O:8][CH3:9])[CH:7]=1. (3) Given the reactants [Br:1][C:2]1[C:3]([NH2:9])=[N:4][CH:5]=[C:6]([Br:8])[CH:7]=1.Br[CH2:11][C:12](=O)[C:13]([O:15][CH2:16][CH3:17])=[O:14], predict the reaction product. The product is: [BrH:1].[Br:8][C:6]1[CH:7]=[C:2]([Br:1])[C:3]2[N:4]([CH:11]=[C:12]([C:13]([O:15][CH2:16][CH3:17])=[O:14])[N:9]=2)[CH:5]=1. (4) Given the reactants [CH3:1][C@H:2]([CH2:9][O:10][CH:11]1[CH2:16][CH2:15][CH2:14][CH2:13][O:12]1)[CH2:3][C:4]#[C:5][CH:6]([OH:8])[CH3:7], predict the reaction product. The product is: [CH3:1][C@H:2]([CH2:9][O:10][CH:11]1[CH2:16][CH2:15][CH2:14][CH2:13][O:12]1)[CH2:3][C:4]#[C:5][C:6](=[O:8])[CH3:7]. (5) The product is: [Br:1][C:2]1[CH:16]=[CH:15][C:5]2[N:6]=[C:7]([NH:9][C:10]([NH:12][CH2:13][CH3:14])=[O:11])[S:8][C:4]=2[C:3]=1[O:17][CH:25]([CH3:27])[CH3:26]. Given the reactants [Br:1][C:2]1[CH:16]=[CH:15][C:5]2[N:6]=[C:7]([NH:9][C:10]([NH:12][CH2:13][CH3:14])=[O:11])[S:8][C:4]=2[C:3]=1[OH:17].C(=O)([O-])[O-].[K+].[K+].Br[CH:25]([CH3:27])[CH3:26], predict the reaction product. (6) Given the reactants Cl.[CH2:2]([O:4][C:5](=[O:10])[C@H:6]([CH3:9])[NH:7][CH3:8])[CH3:3].[H-].[Na+].[C:13]([S:16][CH2:17][CH2:18][C:19](Cl)=[O:20])(=[O:15])[CH3:14].C(=O)(O)[O-].[Na+], predict the reaction product. The product is: [CH2:2]([O:4][C:5](=[O:10])[CH:6]([N:7]([C:19](=[O:20])[CH2:18][CH2:17][S:16][C:13](=[O:15])[CH3:14])[CH3:8])[CH3:9])[CH3:3]. (7) Given the reactants [C:1]([C:5]1[O:9][N:8]=[C:7]([C:10]2[CH:15]=[C:14](Cl)[C:13]([CH:17]3[CH2:19][CH2:18]3)=[CH:12][N:11]=2)[N:6]=1)([CH3:4])([CH3:3])[CH3:2].[CH3:20][S:21]([C:24]1[CH:29]=[CH:28][C:27]([OH:30])=[CH:26][CH:25]=1)(=[O:23])=[O:22], predict the reaction product. The product is: [C:1]([C:5]1[O:9][N:8]=[C:7]([C:10]2[CH:15]=[C:14]([O:30][C:27]3[CH:26]=[CH:25][C:24]([S:21]([CH3:20])(=[O:23])=[O:22])=[CH:29][CH:28]=3)[C:13]([CH:17]3[CH2:19][CH2:18]3)=[CH:12][N:11]=2)[N:6]=1)([CH3:4])([CH3:3])[CH3:2]. (8) Given the reactants [Cl:1][C:2]1[C:7]([C:8]([F:11])([F:10])[F:9])=[CH:6][CH:5]=[CH:4][C:3]=1[CH2:12][NH:13][C:14](=[O:20])[C@H:15](CO)[NH:16][CH3:17].C(N(CC)CC)C.ClC(Cl)(O[C:32](=[O:38])[O:33][C:34](Cl)(Cl)Cl)Cl, predict the reaction product. The product is: [Cl:1][C:2]1[C:7]([C:8]([F:11])([F:10])[F:9])=[CH:6][CH:5]=[CH:4][C:3]=1[CH2:12][NH:13][C:14]([CH:15]1[CH2:34][O:33][C:32](=[O:38])[N:16]1[CH3:17])=[O:20]. (9) Given the reactants [CH2:1]([O:8][CH2:9][C:10]1([C:22](O)=[O:23])[CH2:14][CH2:13][CH2:12][N:11]1[C:15]([O:17][C:18]([CH3:21])([CH3:20])[CH3:19])=[O:16])[C:2]1[CH:7]=[CH:6][CH:5]=[CH:4][CH:3]=1.CCN(C(C)C)C(C)C.CN(C(ON1N=NC2C=CC=NC1=2)=[N+](C)C)C.F[P-](F)(F)(F)(F)F.Cl.[NH2:59][CH:60]([CH:65]([OH:67])[CH3:66])[C:61]([O:63][CH3:64])=[O:62], predict the reaction product. The product is: [C:18]([O:17][C:15]([N:11]1[CH2:12][CH2:13][CH2:14][C:10]1([CH2:9][O:8][CH2:1][C:2]1[CH:7]=[CH:6][CH:5]=[CH:4][CH:3]=1)[C:22](=[O:23])[NH:59][C@@H:60]([C@H:65]([OH:67])[CH3:66])[C:61]([O:63][CH3:64])=[O:62])=[O:16])([CH3:21])([CH3:20])[CH3:19].